From a dataset of NCI-60 drug combinations with 297,098 pairs across 59 cell lines. Regression. Given two drug SMILES strings and cell line genomic features, predict the synergy score measuring deviation from expected non-interaction effect. (1) Drug 1: CN1CCC(CC1)COC2=C(C=C3C(=C2)N=CN=C3NC4=C(C=C(C=C4)Br)F)OC. Drug 2: CS(=O)(=O)C1=CC(=C(C=C1)C(=O)NC2=CC(=C(C=C2)Cl)C3=CC=CC=N3)Cl. Cell line: MDA-MB-231. Synergy scores: CSS=14.7, Synergy_ZIP=-2.33, Synergy_Bliss=2.74, Synergy_Loewe=1.81, Synergy_HSA=3.51. (2) Drug 1: CC1C(C(=O)NC(C(=O)N2CCCC2C(=O)N(CC(=O)N(C(C(=O)O1)C(C)C)C)C)C(C)C)NC(=O)C3=C4C(=C(C=C3)C)OC5=C(C(=O)C(=C(C5=N4)C(=O)NC6C(OC(=O)C(N(C(=O)CN(C(=O)C7CCCN7C(=O)C(NC6=O)C(C)C)C)C)C(C)C)C)N)C. Drug 2: CCC1(C2=C(COC1=O)C(=O)N3CC4=CC5=C(C=CC(=C5CN(C)C)O)N=C4C3=C2)O.Cl. Cell line: HCC-2998. Synergy scores: CSS=39.1, Synergy_ZIP=-5.66, Synergy_Bliss=-6.79, Synergy_Loewe=1.93, Synergy_HSA=3.25. (3) Drug 1: CS(=O)(=O)C1=CC(=C(C=C1)C(=O)NC2=CC(=C(C=C2)Cl)C3=CC=CC=N3)Cl. Drug 2: C1CC(C1)(C(=O)O)C(=O)O.[NH2-].[NH2-].[Pt+2]. Cell line: HL-60(TB). Synergy scores: CSS=74.1, Synergy_ZIP=6.30, Synergy_Bliss=13.1, Synergy_Loewe=-0.553, Synergy_HSA=11.2. (4) Drug 1: CCC(=C(C1=CC=CC=C1)C2=CC=C(C=C2)OCCN(C)C)C3=CC=CC=C3.C(C(=O)O)C(CC(=O)O)(C(=O)O)O. Drug 2: CC1=C(C(=CC=C1)Cl)NC(=O)C2=CN=C(S2)NC3=CC(=NC(=N3)C)N4CCN(CC4)CCO. Cell line: SK-MEL-28. Synergy scores: CSS=3.08, Synergy_ZIP=3.42, Synergy_Bliss=7.50, Synergy_Loewe=-0.588, Synergy_HSA=-2.44. (5) Drug 1: C1CCC(CC1)NC(=O)N(CCCl)N=O. Synergy scores: CSS=27.4, Synergy_ZIP=-3.89, Synergy_Bliss=7.64, Synergy_Loewe=2.65, Synergy_HSA=5.39. Cell line: HT29. Drug 2: CC1=C(C=C(C=C1)NC(=O)C2=CC=C(C=C2)CN3CCN(CC3)C)NC4=NC=CC(=N4)C5=CN=CC=C5. (6) Drug 1: C1CCC(C1)C(CC#N)N2C=C(C=N2)C3=C4C=CNC4=NC=N3. Drug 2: C1=CC=C(C=C1)NC(=O)CCCCCCC(=O)NO. Cell line: MCF7. Synergy scores: CSS=9.84, Synergy_ZIP=-3.03, Synergy_Bliss=1.87, Synergy_Loewe=-1.62, Synergy_HSA=1.16. (7) Drug 1: CS(=O)(=O)OCCCCOS(=O)(=O)C. Drug 2: C(CCl)NC(=O)N(CCCl)N=O. Cell line: SK-MEL-5. Synergy scores: CSS=5.58, Synergy_ZIP=-0.377, Synergy_Bliss=2.15, Synergy_Loewe=-1.99, Synergy_HSA=-1.34. (8) Drug 2: CC(C)(C1=NC(=CC=C1)N2C3=NC(=NC=C3C(=O)N2CC=C)NC4=CC=C(C=C4)N5CCN(CC5)C)O. Drug 1: CC1OCC2C(O1)C(C(C(O2)OC3C4COC(=O)C4C(C5=CC6=C(C=C35)OCO6)C7=CC(=C(C(=C7)OC)O)OC)O)O. Cell line: HT29. Synergy scores: CSS=71.5, Synergy_ZIP=10.6, Synergy_Bliss=11.6, Synergy_Loewe=6.64, Synergy_HSA=13.8. (9) Drug 1: CC1=C(C(=O)C2=C(C1=O)N3CC4C(C3(C2COC(=O)N)OC)N4)N. Drug 2: COC1=C2C(=CC3=C1OC=C3)C=CC(=O)O2. Cell line: CCRF-CEM. Synergy scores: CSS=30.1, Synergy_ZIP=0.506, Synergy_Bliss=0.615, Synergy_Loewe=-44.3, Synergy_HSA=-1.29.